From a dataset of Peptide-MHC class I binding affinity with 185,985 pairs from IEDB/IMGT. Regression. Given a peptide amino acid sequence and an MHC pseudo amino acid sequence, predict their binding affinity value. This is MHC class I binding data. (1) The peptide sequence is MVTFKVPHAK. The MHC is HLA-A03:01 with pseudo-sequence HLA-A03:01. The binding affinity (normalized) is 0.595. (2) The peptide sequence is ISSVLTILY. The MHC is HLA-A33:01 with pseudo-sequence HLA-A33:01. The binding affinity (normalized) is 0.316. (3) The peptide sequence is KIDVVGIEW. The MHC is HLA-A80:01 with pseudo-sequence HLA-A80:01. The binding affinity (normalized) is 0.0847. (4) The peptide sequence is MLYFAGGLSV. The MHC is HLA-A02:01 with pseudo-sequence HLA-A02:01. The binding affinity (normalized) is 1.00.